From a dataset of Reaction yield outcomes from USPTO patents with 853,638 reactions. Predict the reaction yield, written as a fraction of the theoretical maximum amount of product (1.0 means a 100% yield; for example, 0.34 means a 34% yield). The reactants are [NH2:1][C:2]1[N:7]=[CH:6][N:5]=[C:4]2[N:8]([CH2:25][C@H:26]3[CH2:30][CH2:29][CH2:28][N:27]3[C:31](=[O:35])[CH2:32][C:33]#[N:34])[N:9]=[C:10]([C:11]3[CH:16]=[CH:15][C:14]([O:17][C:18]4[CH:23]=[CH:22][CH:21]=[CH:20][CH:19]=4)=[CH:13][C:12]=3[F:24])[C:3]=12.[CH2:36]([N:38]([C:46]([CH3:50])([CH3:49])[CH:47]=O)[C:39](=[O:45])[O:40][C:41]([CH3:44])([CH3:43])[CH3:42])[CH3:37].N1CCCCC1. The catalyst is O1CCOCC1.CC(O)=O. The product is [NH2:1][C:2]1[N:7]=[CH:6][N:5]=[C:4]2[N:8]([CH2:25][C@H:26]3[CH2:30][CH2:29][CH2:28][N:27]3[C:31](=[O:35])[C:32]([C:33]#[N:34])=[CH:50][C:46]([N:38]([CH2:36][CH3:37])[C:39](=[O:45])[O:40][C:41]([CH3:44])([CH3:43])[CH3:42])([CH3:47])[CH3:49])[N:9]=[C:10]([C:11]3[CH:16]=[CH:15][C:14]([O:17][C:18]4[CH:19]=[CH:20][CH:21]=[CH:22][CH:23]=4)=[CH:13][C:12]=3[F:24])[C:3]=12. The yield is 0.190.